Dataset: Reaction yield outcomes from USPTO patents with 853,638 reactions. Task: Predict the reaction yield, written as a fraction of the theoretical maximum amount of product (1.0 means a 100% yield; for example, 0.34 means a 34% yield). (1) The reactants are Cl[C:2]1[C:11]2[C:6](=[CH:7][C:8]([O:14][CH2:15][CH2:16][CH2:17][N:18]3[CH2:23][CH2:22][O:21][CH2:20][CH2:19]3)=[C:9]([O:12][CH3:13])[CH:10]=2)[N:5]=[CH:4][N:3]=1.[CH2:24]1[O:33][C:32]2[CH:31]=[CH:30][C:28]([NH2:29])=[CH:27][C:26]=2[O:25]1.Cl. The catalyst is C(O)(C)C. The product is [O:33]1[C:32]2[CH:31]=[CH:30][C:28]([NH:29][C:2]3[C:11]4[C:6](=[CH:7][C:8]([O:14][CH2:15][CH2:16][CH2:17][N:18]5[CH2:23][CH2:22][O:21][CH2:20][CH2:19]5)=[C:9]([O:12][CH3:13])[CH:10]=4)[N:5]=[CH:4][N:3]=3)=[CH:27][C:26]=2[O:25][CH2:24]1. The yield is 0.760. (2) The reactants are [CH3:1][C:2]([C:4]1[CH:9]=[C:8]([O:10][CH3:11])[C:7]([O:12][CH3:13])=[C:6]([O:14][CH3:15])[CH:5]=1)=[O:3].[CH2:16]=O.Cl.[CH3:19][NH:20][CH3:21].Cl. The catalyst is C(O)C.O. The product is [CH3:19][N:20]([CH2:16][CH2:1][C:2]([C:4]1[CH:5]=[C:6]([O:14][CH3:15])[C:7]([O:12][CH3:13])=[C:8]([O:10][CH3:11])[CH:9]=1)=[O:3])[CH3:21]. The yield is 0.920.